The task is: Predict the reaction yield, written as a fraction of the theoretical maximum amount of product (1.0 means a 100% yield; for example, 0.34 means a 34% yield).. This data is from Reaction yield outcomes from USPTO patents with 853,638 reactions. (1) The reactants are [C:1]([NH:8][C@:9]1([C:14]([OH:16])=[O:15])[CH2:11][C@H:10]1[CH:12]=[CH2:13])([O:3][C:4]([CH3:7])([CH3:6])[CH3:5])=[O:2].[N+](=C)=[N-].[CH3:20][CH2:21]OC(C)=O.[CH3:26]CCCCC. The catalyst is CCOCC.C([O-])(=O)C.[Pd+2].C([O-])(=O)C. The product is [CH2:20]([O:15][C:14]([C@@:9]1([NH:8][C:1]([O:3][C:4]([CH3:7])([CH3:6])[CH3:5])=[O:2])[CH2:11][C@H:10]1[CH:12]1[CH2:26][CH2:13]1)=[O:16])[CH3:21]. The yield is 0.780. (2) The reactants are FC1C=C2C(C(I)=CN2S(C2C=CC=CC=2)(=O)=O)=CC=1.[F:21][C:22]1[CH:30]=[C:29]2[C:25]([C:26]([C:40]3[CH:41]=[CH:42][C:43]4[N:47]=[C:46]([NH2:48])[NH:45][C:44]=4[CH:49]=3)=[CH:27][N:28]2S(C2C=CC=CC=2)(=O)=O)=[CH:24][CH:23]=1. No catalyst specified. The product is [F:21][C:22]1[CH:30]=[C:29]2[C:25]([C:26]([C:40]3[CH:41]=[CH:42][C:43]4[N:47]=[C:46]([NH2:48])[NH:45][C:44]=4[CH:49]=3)=[CH:27][NH:28]2)=[CH:24][CH:23]=1. The yield is 0.350. (3) The reactants are [Cl:1][C:2]1[C:7]([Cl:8])=[CH:6][CH:5]=[CH:4][C:3]=1[N:9]1[CH2:14][CH2:13][N:12]([CH2:15][CH2:16][CH2:17][CH2:18][O:19][C:20]2[N:29]=[C:28]3[C:23]([C:24](=[O:33])[C:25]([CH3:32])([CH3:31])[C:26](=[O:30])[NH:27]3)=[CH:22][CH:21]=2)[CH2:11][CH2:10]1.[BH4-].[Na+]. The catalyst is C1COCC1. The product is [Cl:1][C:2]1[C:7]([Cl:8])=[CH:6][CH:5]=[CH:4][C:3]=1[N:9]1[CH2:14][CH2:13][N:12]([CH2:15][CH2:16][CH2:17][CH2:18][O:19][C:20]2[N:29]=[C:28]3[C:23]([CH:24]([OH:33])[C:25]([CH3:31])([CH3:32])[C:26](=[O:30])[NH:27]3)=[CH:22][CH:21]=2)[CH2:11][CH2:10]1. The yield is 0.570. (4) The reactants are [NH2:1][C:2]1[CH:7]=[CH:6][C:5]([Br:8])=[CH:4][N:3]=1.[I:9]([O-])(=O)(=O)=O.[Na+].II.FC(F)(F)C(O)=O.S([O-])([O-])=O.[Na+].[Na+]. The catalyst is C(#N)C.O. The product is [NH2:1][C:2]1[C:7]([I:9])=[CH:6][C:5]([Br:8])=[CH:4][N:3]=1. The yield is 0.750. (5) The reactants are Cl.O1CCOCC1.[CH:8]1[C:17]2[C:12](=[CH:13][CH:14]=[CH:15][CH:16]=2)[CH:11]=[C:10]([C:18]2[NH:22][C:21]3[CH:23]=[CH:24][C:25]([C:27](O)=[O:28])=[CH:26][C:20]=3[N:19]=2)[N:9]=1.CN(C(ON1N=NC2C=CC=CC1=2)=[N+](C)C)C.F[P-](F)(F)(F)(F)F.[NH2:54][CH:55]([CH:65]1[CH2:67][CH2:66]1)[CH2:56][C:57]([NH:59][C:60]1[NH:61][CH:62]=[CH:63][N:64]=1)=[O:58]. The product is [CH:65]1([CH:55]([NH:54][C:27]([C:25]2[CH:24]=[CH:23][C:21]3[NH:22][C:18]([C:10]4[N:9]=[CH:8][C:17]5[C:12]([CH:11]=4)=[CH:13][CH:14]=[CH:15][CH:16]=5)=[N:19][C:20]=3[CH:26]=2)=[O:28])[CH2:56][C:57](=[O:58])[NH:59][C:60]2[NH:61][CH:62]=[CH:63][N:64]=2)[CH2:67][CH2:66]1. The yield is 0.0400. The catalyst is C(Cl)Cl. (6) The reactants are [C:1]1([CH3:10])[CH:6]=[CH:5][C:4](B(O)O)=[CH:3][CH:2]=1.Br[C:12]1[CH:13]=[N:14][CH:15]=[CH:16][CH:17]=1.C([O-])([O-])=O.[Na+].[Na+]. The catalyst is C1(C)C=CC=CC=1.O.C1C=CC([P]([Pd]([P](C2C=CC=CC=2)(C2C=CC=CC=2)C2C=CC=CC=2)([P](C2C=CC=CC=2)(C2C=CC=CC=2)C2C=CC=CC=2)[P](C2C=CC=CC=2)(C2C=CC=CC=2)C2C=CC=CC=2)(C2C=CC=CC=2)C2C=CC=CC=2)=CC=1. The product is [N:14]1[CH:15]=[CH:16][CH:17]=[C:12]([C:4]2[CH:5]=[CH:6][C:1]([CH3:10])=[CH:2][CH:3]=2)[CH:13]=1. The yield is 0.900. (7) The reactants are [CH3:1][C:2]1([CH3:11])[O:6][C@H:5]([C:7]([O:9]C)=O)[CH2:4][O:3]1.[Cl:12][CH2:13]I.[Li+].CC([N-]C(C)C)C.[OH-].[Na+]. The catalyst is C1COCC1.CCOC(C)=O.C(O)(=O)C. The product is [Cl:12][CH2:13][C:7]([C@@H:5]1[CH2:4][O:3][C:2]([CH3:1])([CH3:11])[O:6]1)=[O:9]. The yield is 0.420. (8) The reactants are Cl[C:2]1[C:3](=[O:16])[NH:4][C:5]2[C:10]([N:11]=1)=[CH:9][C:8]([C:12]([O:14][CH3:15])=[O:13])=[CH:7][CH:6]=2.CC[N:19]([CH:23]([CH3:25])[CH3:24])[CH:20](C)C.Cl.CNC1CC1. The catalyst is CS(C)=O. The product is [CH:23]1([N:19]([CH3:20])[C:2]2[C:3](=[O:16])[NH:4][C:5]3[C:10]([N:11]=2)=[CH:9][C:8]([C:12]([O:14][CH3:15])=[O:13])=[CH:7][CH:6]=3)[CH2:24][CH2:25]1. The yield is 0.350. (9) The product is [N:1]1([CH2:10][C:11]2[CH:27]=[CH:26][C:14]([C:15]3[O:16][C:19]([CH3:21])=[C:18]([C:22]([O:24][CH3:25])=[O:23])[N:17]=3)=[CH:13][CH:12]=2)[C:5]2[CH:6]=[CH:7][CH:8]=[CH:9][C:4]=2[N:3]=[CH:2]1. The catalyst is C1COCC1. The reactants are [N:1]1([CH2:10][C:11]2[CH:27]=[CH:26][C:14]([C:15]([NH:17][C@H:18]([C:22]([O:24][CH3:25])=[O:23])[C@@H:19]([CH3:21])O)=[O:16])=[CH:13][CH:12]=2)[C:5]2[CH:6]=[CH:7][CH:8]=[CH:9][C:4]=2[N:3]=[CH:2]1.CC[N+](S(N=C(OC)[O-])(=O)=O)(CC)CC. The yield is 0.470. (10) The reactants are [F:1][C:2]1[CH:7]=[CH:6][C:5]([NH:8][C:9](=O)[CH3:10])=[C:4]([N:12]2[CH:16]=[C:15]([CH3:17])[N:14]=[CH:13]2)[CH:3]=1.O=P12OP3(OP(OP(O3)(O1)=O)(=O)O2)=O. The catalyst is O=P(Cl)(Cl)Cl. The product is [F:1][C:2]1[CH:3]=[C:4]2[C:5]([N:8]=[C:9]([CH3:10])[C:16]3[N:12]2[CH:13]=[N:14][C:15]=3[CH3:17])=[CH:6][CH:7]=1. The yield is 0.220.